Dataset: Forward reaction prediction with 1.9M reactions from USPTO patents (1976-2016). Task: Predict the product of the given reaction. (1) Given the reactants [CH:1](=O)[CH3:2].[CH3:4][O:5][C:6]([C:8]1[CH:9]=[C:10]([CH3:35])[C:11]2[O:17][C:16]3[C:18]([Cl:31])=[CH:19][C:20]([NH:22][CH2:23][CH2:24][N:25]4[CH2:30][CH2:29][CH2:28][CH2:27][CH2:26]4)=[CH:21][C:15]=3[CH2:14][S:13](=[O:33])(=[O:32])[C:12]=2[CH:34]=1)=[O:7].C(O)(C(F)(F)F)=O.C([BH3-])#N.[Na+], predict the reaction product. The product is: [CH3:4][O:5][C:6]([C:8]1[CH:9]=[C:10]([CH3:35])[C:11]2[O:17][C:16]3[C:18]([Cl:31])=[CH:19][C:20]([N:22]([CH2:1][CH3:2])[CH2:23][CH2:24][N:25]4[CH2:26][CH2:27][CH2:28][CH2:29][CH2:30]4)=[CH:21][C:15]=3[CH2:14][S:13](=[O:32])(=[O:33])[C:12]=2[CH:34]=1)=[O:7]. (2) Given the reactants C([N-]C(C)C)(C)C.[Li+].[CH2:9]([O:16][C:17]1[CH:30]=[C:29]([F:31])[C:28]([CH2:32]Br)=[CH:27][C:18]=1[CH2:19][O:20][CH:21]1[CH2:26][CH2:25][CH2:24][CH2:23][O:22]1)[C:10]1[CH:15]=[CH:14][CH:13]=[CH:12][CH:11]=1.[NH4+].[Cl-].C([O:38]CC)C, predict the reaction product. The product is: [CH2:9]([O:16][C:17]1[C:18]([CH2:19][O:20][CH:21]2[CH2:26][CH2:25][CH2:24][CH2:23][O:22]2)=[CH:27][C:28]([CH2:32][OH:38])=[C:29]([F:31])[CH:30]=1)[C:10]1[CH:15]=[CH:14][CH:13]=[CH:12][CH:11]=1. (3) Given the reactants Cl.[CH3:2][C:3]1[CH:8]=[C:7]([CH3:9])[CH:6]=[C:5]([CH3:10])[C:4]=1[NH:11][C:12]([NH2:14])=[NH:13].[C:15](OCC)(=[O:20])[CH2:16][C:17]([CH3:19])=O.C(=O)([O-])[O-].[K+].[K+], predict the reaction product. The product is: [CH3:19][C:17]1[N:14]=[C:12]([NH:11][C:4]2[C:3]([CH3:2])=[CH:8][C:7]([CH3:9])=[CH:6][C:5]=2[CH3:10])[N:13]=[C:15]([OH:20])[CH:16]=1. (4) Given the reactants C(O)(=O)C.[C:5]([O:9][C:10]([N:12]1[CH2:18][CH2:17][C:16](=O)[CH:15]([CH2:20][C:21]([OH:23])=O)[CH2:14][CH2:13]1)=[O:11])([CH3:8])([CH3:7])[CH3:6].[CH3:24][NH:25][NH2:26], predict the reaction product. The product is: [C:5]([O:9][C:10]([N:12]1[CH2:18][CH2:17][C:16]2=[N:26][N:25]([CH3:24])[C:21](=[O:23])[CH2:20][CH:15]2[CH2:14][CH2:13]1)=[O:11])([CH3:8])([CH3:7])[CH3:6]. (5) Given the reactants Br[C:2]1[CH:3]=[C:4]([CH:8]=[CH:9][CH:10]=1)[CH2:5][CH2:6][OH:7].[S:11]1[CH:15]=[CH:14][CH:13]=[C:12]1B(O)O.C([O-])(O)=O.[Na+], predict the reaction product. The product is: [S:11]1[CH:15]=[CH:14][CH:13]=[C:12]1[CH:5]([C:4]1[CH:8]=[CH:9][CH:10]=[CH:2][CH:3]=1)[CH2:6][OH:7]. (6) Given the reactants C[O:2][C:3](=[O:23])[C:4]1[CH:9]=[C:8]([O:10][CH3:11])[C:7]([O:12][CH2:13][CH2:14][N:15]2[CH2:20][CH2:19][N:18]([CH3:21])[CH2:17][CH2:16]2)=[C:6]([Cl:22])[CH:5]=1, predict the reaction product. The product is: [Cl:22][C:6]1[CH:5]=[C:4]([CH:9]=[C:8]([O:10][CH3:11])[C:7]=1[O:12][CH2:13][CH2:14][N:15]1[CH2:20][CH2:19][N:18]([CH3:21])[CH2:17][CH2:16]1)[C:3]([OH:23])=[O:2]. (7) The product is: [CH:25]([C:28]1[C:29]([C:2]2[C:11]3[C:6](=[CH:7][CH:8]=[CH:9][CH:10]=3)[C:5]([CH2:12][O:13][C:14]3[CH:19]=[C:18]([CH:20]([CH3:22])[CH3:21])[CH:17]=[CH:16][C:15]=3[CH3:23])=[C:4]([CH3:24])[N:3]=2)=[C:30]2[C:34](=[CH:35][CH:36]=1)[NH:33][N:32]=[CH:31]2)([CH3:27])[CH3:26]. Given the reactants Cl[C:2]1[C:11]2[C:6](=[CH:7][CH:8]=[CH:9][CH:10]=2)[C:5]([CH2:12][O:13][C:14]2[CH:19]=[C:18]([CH:20]([CH3:22])[CH3:21])[CH:17]=[CH:16][C:15]=2[CH3:23])=[C:4]([CH3:24])[N:3]=1.[CH:25]([C:28]1[CH:36]=[CH:35][C:34]2[NH:33][N:32]=[CH:31][C:30]=2[C:29]=1B(O)O)([CH3:27])[CH3:26].C([O-])([O-])=O.[Na+].[Na+].O, predict the reaction product.